Task: Predict the reaction yield, written as a fraction of the theoretical maximum amount of product (1.0 means a 100% yield; for example, 0.34 means a 34% yield).. Dataset: Reaction yield outcomes from USPTO patents with 853,638 reactions (1) The reactants are [Cl:1][C:2]1[C:3]([O:13][CH3:14])=[CH:4][CH:5]=[C:6]2[C:10]=1[NH:9]C(=O)[C:7]2=[O:12].[OH-:15].[Na+].[Na+].[Cl-].OO. The catalyst is O.C(Cl)Cl. The product is [NH2:9][C:10]1[C:2]([Cl:1])=[C:3]([O:13][CH3:14])[CH:4]=[CH:5][C:6]=1[C:7]([OH:12])=[O:15]. The yield is 0.360. (2) The reactants are [CH2:1](N(CC)CC)[CH3:2].CCl.[NH2:10][C@H:11]([C:14]([OH:16])=[O:15])[CH2:12][OH:13].Cl.[CH2:18](OC(=N)C)C. The catalyst is ClCCl. The product is [CH3:1][C:2]1[O:13][CH2:12][CH:11]([C:14]([O:16][CH3:18])=[O:15])[N:10]=1. The yield is 0.720. (3) The reactants are C([N:8]1[CH2:13][CH:12]([CH2:14][OH:15])[NH:11][C:10](=[O:16])[CH2:9]1)C1C=CC=CC=1.[C:17](=[O:28])([O:23][C:24]([CH3:27])([CH3:26])[CH3:25])OC(C)(C)C.[H][H]. The catalyst is C(O)C.[Pd]. The product is [C:24]([O:23][C:17]([N:8]1[CH2:9][C:10](=[O:16])[NH:11][C@@H:12]([CH2:14][OH:15])[CH2:13]1)=[O:28])([CH3:25])([CH3:26])[CH3:27]. The yield is 0.990. (4) The reactants are C[O:2][C:3]1[CH:4]=[C:5]([C:9]2[C:10]3[CH2:23][CH2:22][N:21]([C:24]4[CH:29]=[CH:28][N:27]=[C:26]([N:30]5[CH2:35][CH2:34][N:33]([CH3:36])[CH2:32][CH2:31]5)[CH:25]=4)[C:11]=3[N:12]=[C:13]([N:15]3[CH2:20][CH2:19][O:18][CH2:17][CH2:16]3)[N:14]=2)[CH:6]=[CH:7][CH:8]=1.C([S-])C.[Na+].O. The catalyst is CN(C)C=O. The product is [CH3:36][N:33]1[CH2:34][CH2:35][N:30]([C:26]2[CH:25]=[C:24]([N:21]3[C:11]4[N:12]=[C:13]([N:15]5[CH2:16][CH2:17][O:18][CH2:19][CH2:20]5)[N:14]=[C:9]([C:5]5[CH:4]=[C:3]([OH:2])[CH:8]=[CH:7][CH:6]=5)[C:10]=4[CH2:23][CH2:22]3)[CH:29]=[CH:28][N:27]=2)[CH2:31][CH2:32]1. The yield is 0.173. (5) The reactants are CCN(CC)CC.[CH3:20][C:19]([O:18][C:16](O[C:16]([O:18][C:19]([CH3:22])([CH3:21])[CH3:20])=[O:17])=[O:17])([CH3:22])[CH3:21].[CH3:23][O:24][C:25](=[O:33])[CH2:26][CH2:27][CH:28]([NH2:32])[C:29]([OH:31])=[O:30]. The catalyst is O.O1CCOCC1. The product is [C:19]([O:18][C:16]([NH:32][C@@H:28]([CH2:27][CH2:26][C:25]([O:24][CH3:23])=[O:33])[C:29]([OH:31])=[O:30])=[O:17])([CH3:20])([CH3:21])[CH3:22]. The yield is 0.912. (6) The reactants are [F:1][C:2]1[CH:14]=CC=C2[C:3]=1[CH:4]1[CH:9](N2)[CH2:8][C:7](C)(C)[CH2:6][C:5]1=O.[C:18](=[O:21])([O-])[O-].[Cs+].[Cs+].[CH2:24]([O:26][C:27](=[O:35])[CH2:28][CH2:29][CH2:30][CH2:31][CH2:32][CH2:33]Br)[CH3:25].[C:36](#[N:38])[CH3:37]. No catalyst specified. The product is [F:1][C:2]1[CH:14]=[CH:37][C:36]2[N:38]([CH2:33][CH2:32][CH2:31][CH2:30][CH2:29][CH2:28][C:27]([O:26][CH2:24][CH3:25])=[O:35])[C:6]3[CH2:7][CH2:8][CH2:9][C:18](=[O:21])[C:5]=3[C:4]=2[CH:3]=1. The yield is 0.520. (7) The yield is 0.450. The catalyst is C1COCC1.C1(C)C=CC(S(O)(=O)=O)=CC=1. The reactants are [CH3:1][O:2][C:3](=[O:13])[C:4]1[CH:9]=[C:8]([I:10])[C:7]([NH2:11])=[C:6]([NH2:12])[CH:5]=1.[CH:14](OC)(OC)OC. The product is [CH3:1][O:2][C:3]([C:4]1[CH:9]=[C:8]([I:10])[C:7]2[N:11]=[CH:14][NH:12][C:6]=2[CH:5]=1)=[O:13]. (8) The reactants are Br[C:2]1[N:6]2[CH:7]=[CH:8][N:9]=[C:10]([NH:11][CH:12]3[CH2:14][CH2:13]3)[C:5]2=[N:4][CH:3]=1.CC1(C)C(C)(C)OB([C:23]2[CH:28]=[CH:27][C:26]([NH:29][C:30](=[O:32])[CH3:31])=[CH:25][CH:24]=2)O1. No catalyst specified. The product is [CH:12]1([NH:11][C:10]2[C:5]3[N:6]([C:2]([C:23]4[CH:28]=[CH:27][C:26]([NH:29][C:30](=[O:32])[CH3:31])=[CH:25][CH:24]=4)=[CH:3][N:4]=3)[CH:7]=[CH:8][N:9]=2)[CH2:14][CH2:13]1. The yield is 0.120. (9) The reactants are [Cl:1][C:2]1[N:9]=C(Cl)C=[C:6]([C:11]2[CH:16]=[CH:15][C:14]([O:17][C:18]3[CH:23]=[CH:22][CH:21]=[CH:20][CH:19]=3)=[CH:13][CH:12]=2)[C:3]=1[C:4]#[N:5].[CH2:24]([N:26]([CH2:29][CH3:30])[CH2:27][CH3:28])[CH3:25].N1CCCC[CH2:32]1. The catalyst is C(#N)C. The product is [Cl:1][C:2]1[N:9]=[C:24]([N:26]2[CH2:29][CH2:30][CH2:32][CH2:28][CH2:27]2)[CH:25]=[C:6]([C:11]2[CH:16]=[CH:15][C:14]([O:17][C:18]3[CH:23]=[CH:22][CH:21]=[CH:20][CH:19]=3)=[CH:13][CH:12]=2)[C:3]=1[C:4]#[N:5]. The yield is 0.390.